This data is from TCR-epitope binding with 47,182 pairs between 192 epitopes and 23,139 TCRs. The task is: Binary Classification. Given a T-cell receptor sequence (or CDR3 region) and an epitope sequence, predict whether binding occurs between them. (1) The epitope is QARQMVQAMRTIGTHP. The TCR CDR3 sequence is CASSLGAGDYNEQFF. Result: 1 (the TCR binds to the epitope). (2) The epitope is TPRVTGGGAM. The TCR CDR3 sequence is CASSLSGADSYEQYF. Result: 0 (the TCR does not bind to the epitope). (3) The epitope is PROT_97E67BCC. The TCR CDR3 sequence is CASSARTSGGSDTQYF. Result: 1 (the TCR binds to the epitope). (4) The epitope is YLQPRTFLL. The TCR CDR3 sequence is CSARSRQGQNTGELFF. Result: 1 (the TCR binds to the epitope). (5) The epitope is KLWAQCVQL. The TCR CDR3 sequence is CASTPGDRGGETQYF. Result: 1 (the TCR binds to the epitope). (6) The epitope is LLQTGIHVRVSQPSL. The TCR CDR3 sequence is CASSSPVRGHEQYF. Result: 0 (the TCR does not bind to the epitope).